This data is from Forward reaction prediction with 1.9M reactions from USPTO patents (1976-2016). The task is: Predict the product of the given reaction. (1) Given the reactants [Cl:1][C:2]1[C:7](B2OC(C)(C)C(C)(C)O2)=[CH:6][N:5]=[C:4]2[N:17]([CH2:27][O:28][CH2:29][CH2:30][Si:31]([CH3:34])([CH3:33])[CH3:32])[CH:18]=[C:19]([C:20]3[CH:25]=[CH:24][CH:23]=[CH:22][C:21]=3[F:26])[C:3]=12.[F:35][C:36]1[C:37]([CH2:42][OH:43])=[N:38][CH:39]=[CH:40][CH:41]=1, predict the reaction product. The product is: [Cl:1][C:2]1[C:7]([C:7]2[CH:2]=[C:3]([CH:42]([C:37]3[C:36]([F:35])=[CH:41][CH:40]=[CH:39][N:38]=3)[OH:43])[CH:4]=[N:5][CH:6]=2)=[CH:6][N:5]=[C:4]2[N:17]([CH2:27][O:28][CH2:29][CH2:30][Si:31]([CH3:34])([CH3:32])[CH3:33])[CH:18]=[C:19]([C:20]3[CH:25]=[CH:24][CH:23]=[CH:22][C:21]=3[F:26])[C:3]=12. (2) Given the reactants [C:1](OC(=O)C)(=O)C.N1C=CC=CC=1.[CH2:14]([O:21][CH2:22][CH2:23][CH:24]([NH:28][C:29](=[O:38])[C:30]1[CH:35]=[CH:34][C:33]([Br:36])=[CH:32][C:31]=1[F:37])[C:25]([OH:27])=O)[C:15]1[CH:20]=[CH:19][CH:18]=[CH:17][CH:16]=1, predict the reaction product. The product is: [CH2:14]([O:21][CH2:22][CH2:23][CH:24]([NH:28][C:29](=[O:38])[C:30]1[CH:35]=[CH:34][C:33]([Br:36])=[CH:32][C:31]=1[F:37])[C:25](=[O:27])[CH3:1])[C:15]1[CH:16]=[CH:17][CH:18]=[CH:19][CH:20]=1. (3) Given the reactants [OH:1][C:2]1[CH:12]=[CH:11][C:5](/[CH:6]=[CH:7]/[C:8]([OH:10])=[O:9])=[CH:4][CH:3]=1.OS(O)(=O)=O.[CH3:18]O, predict the reaction product. The product is: [OH:1][C:2]1[CH:3]=[CH:4][C:5](/[CH:6]=[CH:7]/[C:8]([O:10][CH3:18])=[O:9])=[CH:11][CH:12]=1. (4) Given the reactants [C:1]1([Mg]Br)[CH:6]=[CH:5][CH:4]=[CH:3][CH:2]=1.CN([CH2:12][CH2:13]N(C)C)C.Cl[CH:18]([CH2:20][CH:21](Cl)[CH3:22])[CH3:19].[Cl-].[NH4+], predict the reaction product. The product is: [C:1]1([CH:18]([CH2:20][CH:21]([C:13]2[CH:12]=[CH:3][CH:2]=[CH:1][CH:6]=2)[CH3:22])[CH3:19])[CH:6]=[CH:5][CH:4]=[CH:3][CH:2]=1. (5) The product is: [F:14][C:11]([F:12])([F:13])[CH:8]([CH2:9][CH3:10])[CH2:7][CH2:6][CH:22]([S:19]([CH2:18][CH2:17][C:16]([F:26])([F:15])[F:25])(=[O:21])=[O:20])[C:23]#[N:24]. Given the reactants CS(O[CH2:6][CH2:7][CH:8]([C:11]([F:14])([F:13])[F:12])[CH2:9][CH3:10])(=O)=O.[F:15][C:16]([F:26])([F:25])[CH2:17][CH2:18][S:19]([CH2:22][C:23]#[N:24])(=[O:21])=[O:20].C(=O)([O-])[O-].[K+].[K+].Cl, predict the reaction product. (6) Given the reactants [NH:1]([C:5]1[CH:10]=[CH:9][C:8]([OH:11])=[CH:7][CH:6]=1)C(C)=O.[OH-].[Na+].[O-2].[Al+3].[O-2].[O-2].[Al+3].[C:19](=[O:21])=[O:20], predict the reaction product. The product is: [NH2:1][C:5]1[CH:6]=[C:7]([C:19]([OH:21])=[O:20])[C:8]([OH:11])=[CH:9][CH:10]=1.